Dataset: Forward reaction prediction with 1.9M reactions from USPTO patents (1976-2016). Task: Predict the product of the given reaction. (1) Given the reactants [Cl:1][C:2]1[CH:7]=[C:6]2[NH:8][C:9](=[O:53])[C@:10]3([C@H:14]([C:15]4[CH:20]=[CH:19][CH:18]=[C:17]([Cl:21])[C:16]=4[F:22])[C@@H:13]([C:23]([NH:25][C@H:26]4[CH2:31][CH2:30][C@H:29]([OH:32])[CH2:28][CH2:27]4)=[O:24])[N:12]([C@@H](C4C=CC=CC=4)[C@H](O)C4C=CC=CC=4)[C@H:11]3[CH2:48][C:49]([CH3:52])([CH3:51])[CH3:50])[C:5]2=[CH:4][CH:3]=1.C1(C)C=CC=CC=1.C(OCC)(=O)C, predict the reaction product. The product is: [Cl:1][C:2]1[CH:7]=[C:6]2[NH:8][C:9](=[O:53])[C@:10]3([C@H:14]([C:15]4[CH:20]=[CH:19][CH:18]=[C:17]([Cl:21])[C:16]=4[F:22])[C@@H:13]([C:23]([NH:25][C@H:26]4[CH2:27][CH2:28][C@H:29]([OH:32])[CH2:30][CH2:31]4)=[O:24])[NH:12][C@H:11]3[CH2:48][C:49]([CH3:51])([CH3:50])[CH3:52])[C:5]2=[CH:4][CH:3]=1. (2) Given the reactants [O:1]=[C:2]1[C@@H:8]2[C@@H:4]([CH2:5][CH2:6][NH:7]2)[N:3]1[S:9]([OH:12])(=[O:11])=[O:10].C(=O)(O)[O-].[Na+].[CH3:18][N:19]([CH3:37])[CH2:20][CH2:21][N:22]1[CH2:28][CH2:27][CH2:26][C@H:25]([NH:29][C:30](=O)[O:31]C(C)(C)C)[CH2:24][CH2:23]1, predict the reaction product. The product is: [CH3:18][N:19]([CH3:37])[CH2:20][CH2:21][N:22]1[CH2:28][CH2:27][CH2:26][C@H:25]([NH:29][C:30]([N:7]2[CH2:6][CH2:5][C@@H:4]3[C@H:8]2[C:2](=[O:1])[N:3]3[S:9]([OH:12])(=[O:11])=[O:10])=[O:31])[CH2:24][CH2:23]1. (3) The product is: [CH2:39]([C:36]1[CH:35]=[N:34][C:12]([N:9]2[CH2:8][CH2:7][CH:6]([C@H:4]3[CH2:5][C@H:3]3[CH2:2][OH:1])[CH2:11][CH2:10]2)=[N:38][CH:37]=1)[CH3:40]. Given the reactants [OH:1][CH2:2][C@@H:3]1[CH2:5][C@@H:4]1[CH:6]1[CH2:11][CH2:10][N:9]([C:12](OC(C)(C)C)=O)[CH2:8][CH2:7]1.FC(F)(F)C(O)=O.C(=O)([O-])[O-].[Cs+].[Cs+].ClC1[N:38]=[CH:37][C:36]([CH2:39][CH3:40])=[CH:35][N:34]=1, predict the reaction product. (4) Given the reactants C(O)(=O)C.[Br:5][C:6]1[C:11]([CH3:12])=[CH:10][C:9]([N+:13]([O-])=O)=[CH:8][C:7]=1[Cl:16].O.C(=O)(O)[O-].[Na+], predict the reaction product. The product is: [Br:5][C:6]1[C:11]([CH3:12])=[CH:10][C:9]([NH2:13])=[CH:8][C:7]=1[Cl:16].